Dataset: Full USPTO retrosynthesis dataset with 1.9M reactions from patents (1976-2016). Task: Predict the reactants needed to synthesize the given product. (1) Given the product [F:1][C:2]1[CH:3]=[CH:4][C:5]([OH:28])=[C:6]([C:8]2[CH:13]=[CH:12][CH:11]=[C:10]([S:14]([NH:17][C:18]3[CH:26]=[CH:25][C:21]([C:22]([O:24][CH2:32][CH2:31][O:30][CH3:29])=[O:23])=[C:20]([OH:27])[CH:19]=3)(=[O:15])=[O:16])[CH:9]=2)[CH:7]=1, predict the reactants needed to synthesize it. The reactants are: [F:1][C:2]1[CH:3]=[CH:4][C:5]([OH:28])=[C:6]([C:8]2[CH:13]=[CH:12][CH:11]=[C:10]([S:14]([NH:17][C:18]3[CH:26]=[CH:25][C:21]([C:22]([OH:24])=[O:23])=[C:20]([OH:27])[CH:19]=3)(=[O:16])=[O:15])[CH:9]=2)[CH:7]=1.[CH3:29][O:30][CH:31](O)[CH3:32]. (2) Given the product [Br:31][C:32]1[CH:33]=[C:34]([CH:38]=[C:39]([F:41])[CH:40]=1)[C:35]([NH:19][CH:16]1[CH2:15][CH2:14][CH:13]([NH:12][C:6]2[C:5]3[C:10](=[CH:11][C:2]([Cl:1])=[CH:3][CH:4]=3)[N:9]=[CH:8][CH:7]=2)[CH2:18][CH2:17]1)=[O:37], predict the reactants needed to synthesize it. The reactants are: [Cl:1][C:2]1[CH:11]=[C:10]2[C:5]([C:6]([NH:12][C@H:13]3[CH2:18][CH2:17][C@@H:16]([NH:19]C4C5C(=CC(Cl)=CC=5)N=CC=4)[CH2:15][CH2:14]3)=[CH:7][CH:8]=[N:9]2)=[CH:4][CH:3]=1.[Br:31][C:32]1[CH:33]=[C:34]([CH:38]=[C:39]([F:41])[CH:40]=1)[C:35]([OH:37])=O.ON1C2C=CC=CC=2N=N1.CN(C)CCCN=C=NCC. (3) Given the product [Br:3][C:4]1[N:5]([C:15]2[C:24]3[C:19](=[CH:20][CH:21]=[CH:22][CH:23]=3)[C:18]([CH:25]3[CH2:27][CH2:26]3)=[CH:17][CH:16]=2)[C:6]([S:9][CH2:10][C:11]([OH:13])=[O:12])=[N:7][N:8]=1, predict the reactants needed to synthesize it. The reactants are: [OH-].[Li+].[Br:3][C:4]1[N:5]([C:15]2[C:24]3[C:19](=[CH:20][CH:21]=[CH:22][CH:23]=3)[C:18]([CH:25]3[CH2:27][CH2:26]3)=[CH:17][CH:16]=2)[C:6]([S:9][CH2:10][C:11]([O:13]C)=[O:12])=[N:7][N:8]=1.Cl. (4) Given the product [OH:21][CH2:20][C:14]1[CH:15]=[C:16]2[C:11](=[CH:12][CH:13]=1)[C@H:10]([N:8]1[CH:9]=[C:5]([CH2:4][C@@H:3]([NH:23][S:24]([C:27]3[CH:28]=[CH:29][C:30]([CH3:33])=[CH:31][CH:32]=3)(=[O:25])=[O:26])[C:2]([NH2:1])=[O:34])[N:6]=[N:7]1)[CH2:19][CH2:18][CH2:17]2, predict the reactants needed to synthesize it. The reactants are: [NH2:1][C:2](=[O:34])[C@H:3]([NH:23][S:24]([C:27]1[CH:32]=[CH:31][C:30]([CH3:33])=[CH:29][CH:28]=1)(=[O:26])=[O:25])[CH2:4][C:5]1[N:6]=[N:7][N:8]([C@@H:10]2[CH2:19][CH2:18][CH2:17][C:16]3[CH:15]=[C:14]([C:20](O)=[O:21])[CH:13]=[CH:12][C:11]2=3)[CH:9]=1.CC(C[AlH]CC(C)C)C. (5) Given the product [C:21]1([C:8]2[CH:17]=[CH:12][CH:11]=[CH:10][C:9]=2[C:35]2([OH:37])[C:34]3[CH:33]=[CH:32][CH:31]=[CH:30][C:29]=3[C:28]([C:2]3[CH:7]=[CH:6][CH:5]=[CH:4][C:3]=3[C:8]3[C:17]4[C:12](=[CH:13][CH:14]=[CH:15][CH:16]=4)[CH:11]=[CH:10][CH:9]=3)([OH:38])[C:27]3[C:36]2=[CH:23][CH:24]=[CH:25][CH:26]=3)[C:7]2[C:2](=[CH:3][CH:4]=[CH:5][CH:6]=2)[CH:18]=[CH:19][CH:20]=1, predict the reactants needed to synthesize it. The reactants are: Br[C:2]1[CH:7]=[CH:6][CH:5]=[CH:4][C:3]=1[C:8]1[C:17]2[C:12](=[CH:13][CH:14]=[CH:15][CH:16]=2)[CH:11]=[CH:10][CH:9]=1.[CH2:18]([Li])[CH2:19][CH2:20][CH3:21].[CH:23]1[C:36]2[C:35](=[O:37])[C:34]3[C:29](=[CH:30][CH:31]=[CH:32][CH:33]=3)[C:28](=[O:38])[C:27]=2[CH:26]=[CH:25][CH:24]=1.[Cl-].[NH4+]. (6) Given the product [CH3:20][O:19][C:5]1[CH:4]=[C:3]([CH2:1][NH:29][CH2:28][CH2:27][CH:24]2[CH2:25][CH2:26][O:21][CH2:22][CH2:23]2)[CH:18]=[CH:17][C:6]=1[O:7][C:8]1[CH:16]=[CH:15][C:11]([C:12]([NH2:14])=[O:13])=[CH:10][N:9]=1, predict the reactants needed to synthesize it. The reactants are: [CH:1]([C:3]1[CH:18]=[CH:17][C:6]([O:7][C:8]2[CH:16]=[CH:15][C:11]([C:12]([NH2:14])=[O:13])=[CH:10][N:9]=2)=[C:5]([O:19][CH3:20])[CH:4]=1)=O.[O:21]1[CH2:26][CH2:25][CH:24]([CH2:27][CH2:28][NH2:29])[CH2:23][CH2:22]1. (7) Given the product [ClH:2].[CH3:3][C:4]1[C:9]([CH3:10])=[CH:8][CH:7]=[CH:6][C:5]=1[CH:11]([C:13]1[NH:17][CH:16]=[N:15][CH:14]=1)[CH3:12], predict the reactants needed to synthesize it. The reactants are: O.[ClH:2].[CH3:3][C:4]1[C:9]([CH3:10])=[CH:8][CH:7]=[CH:6][C:5]=1[CH:11]([C:13]1[NH:17][CH:16]=[N:15][CH:14]=1)[CH3:12].CC(C)=O.